Task: Predict the reaction yield, written as a fraction of the theoretical maximum amount of product (1.0 means a 100% yield; for example, 0.34 means a 34% yield).. Dataset: Reaction yield outcomes from USPTO patents with 853,638 reactions The reactants are [NH2:1][C:2]1[N:3]=[C:4]([CH3:31])[C:5]2=[C:6]([CH2:8][C@H:9]([C:23]3[CH:28]=[CH:27][C:26]([F:29])=[CH:25][C:24]=3Br)[NH:10]/[C:11]/2=[N:12]\[O:13][C@@H:14]([CH2:20][CH2:21][OH:22])[C:15]([N:17]([CH3:19])[CH3:18])=[O:16])[N:7]=1.[CH3:32][O:33][C:34]1[N:39]=[C:38](B2OCCN(C3C=CC=CC=3)CCO2)[CH:37]=[CH:36][CH:35]=1.C([O-])([O-])=O.[Na+].[Na+]. The catalyst is C1C=CC(P(C2C=CC=CC=2)[C-]2C=CC=C2)=CC=1.C1C=CC(P(C2C=CC=CC=2)[C-]2C=CC=C2)=CC=1.Cl[Pd]Cl.[Fe+2].CC(N(C)C)=O. The product is [NH2:1][C:2]1[N:3]=[C:4]([CH3:31])[C:5]2=[C:6]([CH2:8][C@H:9]([C:23]3[CH:28]=[CH:27][C:26]([F:29])=[CH:25][C:24]=3[C:38]3[CH:37]=[CH:36][CH:35]=[C:34]([O:33][CH3:32])[N:39]=3)[NH:10]/[C:11]/2=[N:12]\[O:13][C@@H:14]([CH2:20][CH2:21][OH:22])[C:15]([N:17]([CH3:19])[CH3:18])=[O:16])[N:7]=1. The yield is 0.370.